From a dataset of Forward reaction prediction with 1.9M reactions from USPTO patents (1976-2016). Predict the product of the given reaction. Given the reactants [CH3:1][CH:2]1[CH2:11][CH2:10][C:9]2[C:4](=[CH:5][CH:6]=[CH:7][CH:8]=2)[CH:3]1[NH2:12].F[C:14]1[CH:19]=[C:18]([F:20])[CH:17]=[CH:16][C:15]=1[S:21]([CH3:24])(=[O:23])=[O:22].C(N(C(C)C)CC)(C)C.O, predict the reaction product. The product is: [F:20][C:18]1[CH:19]=[CH:14][C:15]([S:21]([CH3:24])(=[O:23])=[O:22])=[C:16]([NH:12][CH:3]2[C:4]3[C:9](=[CH:8][CH:7]=[CH:6][CH:5]=3)[CH2:10][CH2:11][CH:2]2[CH3:1])[CH:17]=1.